Task: Predict the reaction yield, written as a fraction of the theoretical maximum amount of product (1.0 means a 100% yield; for example, 0.34 means a 34% yield).. Dataset: Reaction yield outcomes from USPTO patents with 853,638 reactions (1) The reactants are [CH3:1][O:2][C:3]1[CH:12]=[C:11]2[C:6]([CH2:7][C:8]([CH3:14])([CH3:13])[NH:9][CH2:10]2)=[CH:5][C:4]=1[OH:15].N1C=CN=C1.[CH:21]([Si:24](Cl)([CH:28]([CH3:30])[CH3:29])[CH:25]([CH3:27])[CH3:26])([CH3:23])[CH3:22].O. The yield is 0.810. The product is [CH3:1][O:2][C:3]1[CH:12]=[C:11]2[C:6]([CH2:7][C:8]([CH3:13])([CH3:14])[NH:9][CH2:10]2)=[CH:5][C:4]=1[O:15][Si:24]([CH:28]([CH3:30])[CH3:29])([CH:25]([CH3:27])[CH3:26])[CH:21]([CH3:23])[CH3:22]. The catalyst is C(Cl)Cl.C(Cl)(Cl)Cl. (2) The reactants are [NH2:1][C:2]1[CH:9]=[CH:8][C:5]([C:6]#[N:7])=[CH:4][C:3]=1I.[F:11][C:12]1[CH:13]=[C:14]([CH:36]=[CH:37][CH:38]=1)[CH2:15][C:16]1[CH:35]=[CH:34][C:19]([C:20]([NH:22][CH2:23][CH2:24][C:25]#[C:26][Si:27]([CH2:32][CH3:33])([CH2:30][CH3:31])[CH2:28][CH3:29])=[O:21])=[CH:18][CH:17]=1.[Cl-].[Li+].C(=O)([O-])[O-].[Na+].[Na+]. The catalyst is CN(C=O)C.C1(P([C-]2C=CC=C2)C2C=CC=CC=2)C=CC=CC=1.[C-]1(P(C2C=CC=CC=2)C2C=CC=CC=2)C=CC=C1.[Fe+2].[Pd](Cl)Cl. The product is [C:6]([C:5]1[CH:4]=[C:3]2[C:2](=[CH:9][CH:8]=1)[NH:1][C:26]([Si:27]([CH2:32][CH3:33])([CH2:30][CH3:31])[CH2:28][CH3:29])=[C:25]2[CH2:24][CH2:23][NH:22][C:20](=[O:21])[C:19]1[CH:18]=[CH:17][C:16]([CH2:15][C:14]2[CH:36]=[CH:37][CH:38]=[C:12]([F:11])[CH:13]=2)=[CH:35][CH:34]=1)#[N:7]. The yield is 0.270. (3) The reactants are Br[CH:2]([C:4]1[C:13]([Cl:14])=[N:12][CH:11]=[CH:10][C:5]=1[C:6]([O:8]C)=O)[CH3:3].Cl.[F:16][CH:17]([F:30])[CH2:18][O:19][C:20]1[N:25]=[CH:24][C:23]([CH:26]([NH2:28])[CH3:27])=[CH:22][C:21]=1[CH3:29]. No catalyst specified. The product is [Cl:14][C:13]1[C:4]2[CH:2]([CH3:3])[N:28]([CH:26]([C:23]3[CH:24]=[N:25][C:20]([O:19][CH2:18][CH:17]([F:30])[F:16])=[C:21]([CH3:29])[CH:22]=3)[CH3:27])[C:6](=[O:8])[C:5]=2[CH:10]=[CH:11][N:12]=1. The yield is 0.240. (4) The reactants are [C:1]([N:9]([CH3:30])[C@@H:10]([CH:27]([CH3:29])[CH3:28])[C:11]([NH:13][C@@H:14]([CH3:26])[C:15]([N:17]1[CH2:22][CH2:21][CH2:20][C@@H:19]([C:23](O)=[O:24])[NH:18]1)=[O:16])=[O:12])(=[O:8])[CH2:2][CH2:3][CH2:4][CH2:5][CH:6]=[CH2:7].C([N:34](CC)[CH:35]([CH3:37])[CH3:36])(C)C.C[NH3+].F[P-](F)(F)(F)(F)F.N1(OC(N(C)C)=[N+](C)C)[C:53]2N=[CH:55][CH:56]=[CH:57][C:52]=2N=N1.F[P-](F)(F)(F)(F)F. The catalyst is C(#N)C. The product is [CH:27]([C@@H:10]1[N:9]([CH3:30])[C:1](=[O:8])[CH2:2][CH2:3][CH2:4][CH2:5][CH:6]=[CH:7][C:52]2[CH:53]=[C:37]([CH:55]=[CH:56][CH:57]=2)[C@@H:35]([CH3:36])[NH:34][C:23](=[O:24])[C@H:19]2[NH:18][N:17]([CH2:22][CH2:21][CH2:20]2)[C:15](=[O:16])[C@H:14]([CH3:26])[NH:13][C:11]1=[O:12])([CH3:28])[CH3:29]. The yield is 0.490. (5) The reactants are [Cl:1][C:2]1[N:10]=[C:9]2[C:5]([N:6]=[CH:7][N:8]2[CH3:11])=[C:4]([N:12]2[CH2:17][CH2:16][O:15][CH2:14][CH2:13]2)[N:3]=1.CN(C)CCN(C)C.C([Li])CCC.[O:31]=[C:32]1[CH2:37][CH2:36][CH2:35][N:34]([C:38]([O:40][C:41]([CH3:44])([CH3:43])[CH3:42])=[O:39])[CH2:33]1. The catalyst is O1CCCC1. The product is [Cl:1][C:2]1[N:10]=[C:9]2[C:5]([N:6]=[C:7]([C:32]3([OH:31])[CH2:37][CH2:36][CH2:35][N:34]([C:38]([O:40][C:41]([CH3:43])([CH3:42])[CH3:44])=[O:39])[CH2:33]3)[N:8]2[CH3:11])=[C:4]([N:12]2[CH2:17][CH2:16][O:15][CH2:14][CH2:13]2)[N:3]=1. The yield is 1.00. (6) The reactants are [C:1]([O:7][C:8]([CH3:11])([CH3:10])[CH3:9])(=[O:6])[CH2:2][C:3]([CH3:5])=O.Br[C:13]1[CH:14]=[C:15]([CH:18]=[CH:19][CH:20]=1)[CH:16]=O.[NH4+:21].[OH-:22]. The catalyst is CCO.C(Cl)Cl. The product is [CH3:5][C:3]1[NH:21][C:3]([CH3:5])=[C:2]([C:1]([O:7][C:8]([CH3:11])([CH3:10])[CH3:9])=[O:22])[CH:16]([C:15]2[CH:18]=[CH:19][CH:20]=[CH:13][CH:14]=2)[C:2]=1[C:1]([O:7][C:8]([CH3:11])([CH3:10])[CH3:9])=[O:6]. The yield is 0.230. (7) The reactants are C[O:2][C:3](=[O:15])[C:4]1[CH:9]=[CH:8][C:7]([C:10]([F:13])([F:12])[F:11])=[N:6][C:5]=1[CH3:14].O.[OH-].[Li+].C(OCC)(=O)C.Cl. The catalyst is CO.O. The product is [CH3:14][C:5]1[N:6]=[C:7]([C:10]([F:13])([F:11])[F:12])[CH:8]=[CH:9][C:4]=1[C:3]([OH:15])=[O:2]. The yield is 0.900.